The task is: Predict the product of the given reaction.. This data is from Forward reaction prediction with 1.9M reactions from USPTO patents (1976-2016). (1) Given the reactants [CH3:1][N:2]([CH2:13][C:14]1[N:15]=[C:16]2[CH:21]=[CH:20][CH:19]=[C:18]([N:22]3[CH2:26][CH2:25][C@@H:24]([NH:27][C:28](=[O:34])[O:29][C:30]([CH3:33])([CH3:32])[CH3:31])[CH2:23]3)[N:17]2[CH:35]=1)[C@@H:3]1[C:12]2[N:11]=[CH:10][CH:9]=[CH:8][C:7]=2[CH2:6][CH2:5][CH2:4]1.[CH3:36]I.[H-].[Na+], predict the reaction product. The product is: [CH3:36][N:27]([C@@H:24]1[CH2:25][CH2:26][N:22]([C:18]2[N:17]3[CH:35]=[C:14]([CH2:13][N:2]([CH3:1])[C@@H:3]4[C:12]5[N:11]=[CH:10][CH:9]=[CH:8][C:7]=5[CH2:6][CH2:5][CH2:4]4)[N:15]=[C:16]3[CH:21]=[CH:20][CH:19]=2)[CH2:23]1)[C:28](=[O:34])[O:29][C:30]([CH3:32])([CH3:31])[CH3:33]. (2) Given the reactants [C:1]([O:4][C@H:5]1[CH2:10][CH2:9][C@H:8]2[C@H:11]3[C@H:21]([CH2:22][CH2:23][C@:6]12[CH3:7])[C@:19]1([CH3:20])[C:14](=[CH:15][C:16](=[O:24])[CH2:17][CH2:18]1)[C:13](=[CH2:25])[CH2:12]3)(=[O:3])[CH3:2].C1(Cl)C(=O)C(Cl)=C(Cl)C(=O)C=1Cl.FC(F)(F)C(O)=O.FC(F)(F)C(=N[Si](C)(C)C)O[Si](C)(C)C, predict the reaction product. The product is: [C:1]([O:4][C@H:5]1[CH2:10][CH2:9][C@H:8]2[C@H:11]3[C@H:21]([CH2:22][CH2:23][C@:6]12[CH3:7])[C@:19]1([CH3:20])[C:14](=[CH:15][C:16](=[O:24])[CH:17]=[CH:18]1)[C:13](=[CH2:25])[CH2:12]3)(=[O:3])[CH3:2]. (3) Given the reactants [OH:1][C:2]1[CH:7]=[CH:6][C:5]([N:8]2[C:13](=[O:14])[CH2:12][C:11]([CH3:16])([CH3:15])[CH2:10][C:9]2=[O:17])=[CH:4][CH:3]=1.[I-].C[N+]1C=CN([C:25](=[O:34])[N:26]([CH3:33])[C:27]2[CH:32]=[CH:31][CH:30]=[CH:29][CH:28]=2)C=1, predict the reaction product. The product is: [CH3:16][C:11]1([CH3:15])[CH2:10][C:9](=[O:17])[N:8]([C:5]2[CH:4]=[CH:3][C:2]([O:1][C:25](=[O:34])[N:26]([CH3:33])[C:27]3[CH:32]=[CH:31][CH:30]=[CH:29][CH:28]=3)=[CH:7][CH:6]=2)[C:13](=[O:14])[CH2:12]1. (4) Given the reactants [CH3:1][C:2]1([CH3:18])[C:6](=[O:7])[C:5]2[C:8]([CH3:17])=[C:9]([CH3:16])[C:10]([NH:13][CH:14]=[O:15])=[C:11]([CH3:12])[C:4]=2[O:3]1.[CH2:19]([Mg]Cl)[C:20]1[CH:25]=[CH:24][CH:23]=[CH:22][CH:21]=1.O, predict the reaction product. The product is: [CH2:19]([C:6]1([OH:7])[C:5]2[C:8]([CH3:17])=[C:9]([CH3:16])[C:10]([NH:13][CH:14]=[O:15])=[C:11]([CH3:12])[C:4]=2[O:3][C:2]1([CH3:18])[CH3:1])[C:20]1[CH:25]=[CH:24][CH:23]=[CH:22][CH:21]=1.